Dataset: Full USPTO retrosynthesis dataset with 1.9M reactions from patents (1976-2016). Task: Predict the reactants needed to synthesize the given product. (1) Given the product [CH:13]1([N:9]([C:4]2[N:5]=[C:6]([CH:7]=[CH:25][C:23]3[N:24]=[C:20]4[C:19]([CH3:45])=[N:18][CH:17]=[C:16]([CH3:15])[N:21]4[N:22]=3)[N:2]([CH3:1])[N:3]=2)[CH3:10])[CH2:11][CH2:12]1, predict the reactants needed to synthesize it. The reactants are: [CH3:1][N:2]1[C:6]([CH:7]=O)=[N:5][C:4]([N:9]2[CH2:13][CH2:12][CH2:11][CH2:10]2)=[N:3]1.[Cl-].[CH3:15][C:16]1[N:21]2[N:22]=[C:23]([CH2:25][P+](C3C=CC=CC=3)(C3C=CC=CC=3)C3C=CC=CC=3)[N:24]=[C:20]2[C:19]([CH3:45])=[N:18][CH:17]=1. (2) Given the product [Cl:1][C:2]1[CH:10]=[C:6]([CH2:7][OH:8])[CH:5]=[N:4][C:3]=1[O:11][CH2:12][C:13]([F:14])([F:15])[F:16], predict the reactants needed to synthesize it. The reactants are: [Cl:1][C:2]1[C:3]([O:11][CH2:12][C:13]([F:16])([F:15])[F:14])=[N:4][CH:5]=[C:6]([CH:10]=1)[C:7](O)=[O:8].[BH4-].[Na+].Cl.C(=O)(O)[O-].[Na+].